This data is from Forward reaction prediction with 1.9M reactions from USPTO patents (1976-2016). The task is: Predict the product of the given reaction. (1) Given the reactants CS(O)(=O)=O.[CH:6]1([C:12]2[C:20]3[C:19](=[O:21])[NH:18][C:17]([C:22]4[CH:27]=[CH:26][C:25]([N:28]5CCC(O)CC5)=[CH:24][C:23]=4OC)=[N:16][C:15]=3[N:14]([CH3:37])[N:13]=2)[CH2:11][CH2:10][CH2:9][CH2:8][CH2:7]1.[N+](C1C=CC(C(Cl)=O)=CC=1)([O-])=O, predict the reaction product. The product is: [NH2:28][C:25]1[CH:26]=[CH:27][C:22]([C:17]2[NH:18][C:19](=[O:21])[C:20]3[C:12]([CH:6]4[CH2:11][CH2:10][CH2:9][CH2:8][CH2:7]4)=[N:13][N:14]([CH3:37])[C:15]=3[N:16]=2)=[CH:23][CH:24]=1. (2) Given the reactants [NH:1]1[CH:5]=[N:4][CH:3]=[N:2]1.[H-].[Na+].Cl[CH2:9][CH2:10][CH2:11][CH:12]1[CH2:16][CH2:15][CH:14]([C:17]2[CH:22]=[CH:21][C:20]([F:23])=[CH:19][CH:18]=2)[N:13]1[S:24]([C:27]1[CH:32]=[CH:31][C:30]([CH3:33])=[CH:29][CH:28]=1)(=[O:26])=[O:25], predict the reaction product. The product is: [F:23][C:20]1[CH:19]=[CH:18][C:17]([CH:14]2[N:13]([S:24]([C:27]3[CH:28]=[CH:29][C:30]([CH3:33])=[CH:31][CH:32]=3)(=[O:25])=[O:26])[CH:12]([CH2:11][CH2:10][CH2:9][N:1]3[CH:5]=[N:4][CH:3]=[N:2]3)[CH2:16][CH2:15]2)=[CH:22][CH:21]=1. (3) The product is: [C:11]([O:10][C:8]([N:5]1[CH2:4][CH2:3][CH:2]([O:1][C:22]2[CH:21]=[N:20][CH:19]=[C:18]([CH:23]=2)[C:17]([OH:25])=[O:16])[CH2:7][CH2:6]1)=[O:9])([CH3:14])([CH3:13])[CH3:12]. Given the reactants [OH:1][CH:2]1[CH2:7][CH2:6][N:5]([C:8]([O:10][C:11]([CH3:14])([CH3:13])[CH3:12])=[O:9])[CH2:4][CH2:3]1.C[O:16][C:17](=[O:25])[C:18]1[CH:23]=[C:22](O)[CH:21]=[N:20][CH:19]=1.C1(P(C2C=CC=CC=2)C2C=CC=CC=2)C=CC=CC=1.N(C(OCC)=O)=NC(OCC)=O.[OH-].[Na+], predict the reaction product. (4) Given the reactants [Cl:1][C:2]1[CH:7]=[C:6]([C:8]([F:11])([F:10])[F:9])[CH:5]=[CH:4][C:3]=1[CH:12]([C:19]1[C:27]2[C:22](=[C:23]([CH2:28][S:29][CH3:30])[CH:24]=[CH:25][CH:26]=2)[NH:21][CH:20]=1)[CH2:13][C:14](OCC)=[O:15].[H-].[Al+3].[Li+].[H-].[H-].[H-].Cl, predict the reaction product. The product is: [Cl:1][C:2]1[CH:7]=[C:6]([C:8]([F:11])([F:10])[F:9])[CH:5]=[CH:4][C:3]=1[CH:12]([C:19]1[C:27]2[C:22](=[C:23]([CH2:28][S:29][CH3:30])[CH:24]=[CH:25][CH:26]=2)[NH:21][CH:20]=1)[CH2:13][CH2:14][OH:15].